From a dataset of Forward reaction prediction with 1.9M reactions from USPTO patents (1976-2016). Predict the product of the given reaction. (1) Given the reactants [CH3:1][O:2][C:3]1[CH:4]=[C:5]2[C:10](=[CH:11][C:12]=1[O:13][CH3:14])[N:9]=[CH:8][CH:7]=[C:6]2[O:15][C:16]1[CH:17]=[C:18]2[C:23](=[CH:24][CH:25]=1)[C:22]([NH2:26])=[CH:21][CH:20]=[CH:19]2.[F:27][C:28]1[CH:33]=[CH:32][CH:31]=[CH:30][C:29]=1[N:34]=[C:35]=[O:36], predict the reaction product. The product is: [CH3:1][O:2][C:3]1[CH:4]=[C:5]2[C:10](=[CH:11][C:12]=1[O:13][CH3:14])[N:9]=[CH:8][CH:7]=[C:6]2[O:15][C:16]1[CH:17]=[C:18]2[C:23](=[CH:24][CH:25]=1)[C:22]([NH:26][C:35]([NH:34][C:29]1[CH:30]=[CH:31][CH:32]=[CH:33][C:28]=1[F:27])=[O:36])=[CH:21][CH:20]=[CH:19]2. (2) Given the reactants [NH2:1][CH2:2][CH2:3][CH2:4][C:5]([OH:7])=[O:6].C(N(CC)CC)C.[CH3:15][C:16]([O:19][C:20](O[C:20]([O:19][C:16]([CH3:18])([CH3:17])[CH3:15])=[O:21])=[O:21])([CH3:18])[CH3:17], predict the reaction product. The product is: [C:16]([O:19][C:20]([NH:1][CH2:2][CH2:3][CH2:4][C:5]([OH:7])=[O:6])=[O:21])([CH3:18])([CH3:17])[CH3:15]. (3) Given the reactants S(Cl)(Cl)=O.CN(C=O)C.[CH2:10]1[C:18]2[C:13](=[CH:14][C:15]([NH:19][C:20](=[O:30])[CH:21]=[CH:22][S:23][C:24]3[CH:29]=[CH:28][CH:27]=[CH:26][CH:25]=3)=[CH:16][CH:17]=2)[CH2:12][CH2:11]1, predict the reaction product. The product is: [CH2:10]1[C:18]2[C:13](=[CH:14][C:15]([N:19]=[C:20]([O:30][C:13]3[CH:18]=[CH:17][CH:16]=[CH:15][CH:14]=3)[CH:21]=[CH:22][S:23][C:24]3[CH:25]=[CH:26][CH:27]=[CH:28][CH:29]=3)=[CH:16][CH:17]=2)[CH2:12][CH2:11]1. (4) The product is: [CH3:1][C:2]1[O:6][C:5]([C:7]2[O:11][C:10]3[CH:12]=[CH:13][CH:14]=[C:15]([O:16][CH2:17][CH2:18][CH2:19][N:33]4[CH2:32][CH2:31][CH:30]([C:25]5[CH:26]=[CH:27][C:28]6[O:29][CH2:21][O:22][C:23]=6[CH:24]=5)[CH2:35][CH2:34]4)[C:9]=3[CH:8]=2)=[N:4][N:3]=1. Given the reactants [CH3:1][C:2]1[O:6][C:5]([C:7]2[O:11][C:10]3[CH:12]=[CH:13][CH:14]=[C:15]([O:16][CH2:17][CH2:18][CH2:19]Cl)[C:9]=3[CH:8]=2)=[N:4][N:3]=1.[CH2:21]1[O:29][C:28]2[CH:27]=[CH:26][C:25]([CH:30]3[CH2:35][CH2:34][NH:33][CH2:32][CH2:31]3)=[CH:24][C:23]=2[O:22]1.C(=O)([O-])[O-].[K+].[K+].[I-].[K+], predict the reaction product. (5) Given the reactants [C-:1]#[N:2].[K+].[Br:4][C:5]1[C:6]([F:23])=[CH:7][C:8]2[O:14][CH2:13][CH2:12][N:11]3[C:15](I)=[C:16]([C:18]([NH2:20])=[O:19])[N:17]=[C:10]3[C:9]=2[CH:22]=1, predict the reaction product. The product is: [Br:4][C:5]1[C:6]([F:23])=[CH:7][C:8]2[O:14][CH2:13][CH2:12][N:11]3[C:15]([C:1]#[N:2])=[C:16]([C:18]([NH2:20])=[O:19])[N:17]=[C:10]3[C:9]=2[CH:22]=1. (6) Given the reactants O.[OH-].[Li+].[F:4][C:5]1[CH:6]=[CH:7][C:8]([O:37][CH2:38][CH2:39][CH2:40][N:41]2[CH2:45][CH2:44][CH2:43][C:42]2=[O:46])=[C:9](/[CH:11]=[CH:12]/[CH:13]([CH2:26][C:27]2[CH:32]=[CH:31][C:30]([C:33]([O:35]C)=[O:34])=[CH:29][CH:28]=2)[CH2:14][CH2:15][C:16]2[CH:25]=[CH:24][C:19]([C:20]([O:22]C)=[O:21])=[CH:18][CH:17]=2)[CH:10]=1.Cl, predict the reaction product. The product is: [C:33]([C:30]1[CH:29]=[CH:28][C:27]([CH2:26][CH:13](/[CH:12]=[CH:11]/[C:9]2[CH:10]=[C:5]([F:4])[CH:6]=[CH:7][C:8]=2[O:37][CH2:38][CH2:39][CH2:40][N:41]2[CH2:45][CH2:44][CH2:43][C:42]2=[O:46])[CH2:14][CH2:15][C:16]2[CH:17]=[CH:18][C:19]([C:20]([OH:22])=[O:21])=[CH:24][CH:25]=2)=[CH:32][CH:31]=1)([OH:35])=[O:34]. (7) Given the reactants C(N(CC)CC)C.[Si:8]([O:15][CH2:16][CH:17]([C:19]1[CH:24]=[CH:23][C:22]([Cl:25])=[C:21]([F:26])[CH:20]=1)[OH:18])([C:11]([CH3:14])([CH3:13])[CH3:12])([CH3:10])[CH3:9].[CH3:27][S:28](Cl)(=[O:30])=[O:29], predict the reaction product. The product is: [CH3:27][S:28]([O:18][CH:17]([C:19]1[CH:24]=[CH:23][C:22]([Cl:25])=[C:21]([F:26])[CH:20]=1)[CH2:16][O:15][Si:8]([C:11]([CH3:14])([CH3:13])[CH3:12])([CH3:10])[CH3:9])(=[O:30])=[O:29].